This data is from Reaction yield outcomes from USPTO patents with 853,638 reactions. The task is: Predict the reaction yield, written as a fraction of the theoretical maximum amount of product (1.0 means a 100% yield; for example, 0.34 means a 34% yield). (1) The reactants are [F:1][C:2]1[CH:7]=[C:6]([F:8])[CH:5]=[CH:4][C:3]=1[N:9]1[C:13]([C:14]2[S:23][C:22]3[C:21]4[N:24]=[C:25]([N:28]5[CH2:33][CH2:32][NH:31][CH2:30][CH2:29]5)[CH:26]=[CH:27][C:20]=4[O:19][CH2:18][CH2:17][C:16]=3[CH:15]=2)=[N:12][CH:11]=[N:10]1.CN(C(ON1N=NC2C=[CH:46][CH:47]=NC1=2)=[N+](C)C)C.F[P-](F)(F)(F)(F)F.CCN(C(C)C)C(C)C.[OH-:67].[Na+].CN([CH:72]=[O:73])C. The catalyst is C1COCC1.O. The product is [F:1][C:2]1[CH:7]=[C:6]([F:8])[CH:5]=[CH:4][C:3]=1[N:9]1[C:13]([C:14]2[S:23][C:22]3[C:21]4[N:24]=[C:25]([N:28]5[CH2:29][CH2:30][N:31]([C:72](=[O:73])[C@@H:46]([OH:67])[CH3:47])[CH2:32][CH2:33]5)[CH:26]=[CH:27][C:20]=4[O:19][CH2:18][CH2:17][C:16]=3[CH:15]=2)=[N:12][CH:11]=[N:10]1. The yield is 0.400. (2) The reactants are [CH2:1]([N:8]([CH2:16][C:17]1[CH:22]=[CH:21][CH:20]=[CH:19][CH:18]=1)[CH2:9][CH2:10][CH2:11][C:12]([CH3:15])([OH:14])[CH3:13])[C:2]1[CH:7]=[CH:6][CH:5]=[CH:4][CH:3]=1.[CH3:23]I. The catalyst is C1COCC1. The product is [CH2:1]([N:8]([CH2:16][C:17]1[CH:18]=[CH:19][CH:20]=[CH:21][CH:22]=1)[CH2:9][CH2:10][CH2:11][C:12]([O:14][CH3:23])([CH3:15])[CH3:13])[C:2]1[CH:7]=[CH:6][CH:5]=[CH:4][CH:3]=1. The yield is 0.970. (3) The reactants are Cl[C:2]1[C:11]2[C:6](=[CH:7][CH:8]=[C:9]([N+:12]([O-:14])=[O:13])[CH:10]=2)[N:5]=[C:4]([CH3:15])[N:3]=1.C[C:17]1NC(=O)[C:24]2[C:19](=[CH:20][CH:21]=[C:22]([N+]([O-])=O)[CH:23]=2)[N:18]=1.C(N(C(C)C)CC)(C)C.P(Cl)(Cl)(Cl)=O.[C:45]([O-])(O)=[O:46].[Na+]. The product is [CH3:45][O:46][C:22]1[CH:21]=[CH:20][C:19]([N:18]([C:2]2[C:11]3[C:6](=[CH:7][CH:8]=[C:9]([N+:12]([O-:14])=[O:13])[CH:10]=3)[N:5]=[C:4]([CH3:15])[N:3]=2)[CH3:17])=[CH:24][CH:23]=1. The yield is 0.600. The catalyst is C1(C)C=CC=CC=1. (4) The reactants are C([O:3][CH2:4][CH2:5][O:6][NH:7][C:8]([C:10]1[CH:11]=[CH:12][C:13]2[N:14]([CH:25]=[N:26][CH:27]=2)[C:15]=1[NH:16][C:17]1[CH:22]=[CH:21][C:20]([Br:23])=[CH:19][C:18]=1[F:24])=[O:9])=C.Cl. The catalyst is CO. The product is [OH:3][CH2:4][CH2:5][O:6][NH:7][C:8]([C:10]1[CH:11]=[CH:12][C:13]2[N:14]([CH:25]=[N:26][CH:27]=2)[C:15]=1[NH:16][C:17]1[CH:22]=[CH:21][C:20]([Br:23])=[CH:19][C:18]=1[F:24])=[O:9]. The yield is 0.900. (5) The reactants are [CH2:1]([N:8]1[CH2:13][CH2:12][CH:11]([NH:14][C:15]2[CH:23]=[C:22]3[C:18]([CH2:19][CH2:20][N:21]3[C:24](=[O:26])[CH3:25])=[CH:17][CH:16]=2)[CH2:10][CH2:9]1)[C:2]1[CH:7]=[CH:6][CH:5]=[CH:4][CH:3]=1.[C:27](Cl)(=[O:36])[CH:28]=[CH:29][C:30]1[CH:35]=[CH:34][CH:33]=[CH:32][CH:31]=1.C(N(CC)CC)C. The catalyst is C(Cl)Cl. The product is [C:24]([N:21]1[C:22]2[C:18](=[CH:17][CH:16]=[C:15]([N:14]([CH:11]3[CH2:12][CH2:13][N:8]([CH2:1][C:2]4[CH:3]=[CH:4][CH:5]=[CH:6][CH:7]=4)[CH2:9][CH2:10]3)[C:27](=[O:36])/[CH:28]=[CH:29]/[C:30]3[CH:35]=[CH:34][CH:33]=[CH:32][CH:31]=3)[CH:23]=2)[CH2:19][CH2:20]1)(=[O:26])[CH3:25]. The yield is 0.850.